From a dataset of Full USPTO retrosynthesis dataset with 1.9M reactions from patents (1976-2016). Predict the reactants needed to synthesize the given product. (1) The reactants are: [OH:1][C:2]1[N:6]([C:7]2[CH:12]=[CH:11][C:10]([C:13]([F:16])([F:15])[F:14])=[CH:9][N:8]=2)[N:5]=[C:4]([CH3:17])[C:3]=1[C:18](=[N:20][NH:21][C:22]([C:24]1[CH:33]=[CH:32][C:27]([C:28]([O:30]C)=[O:29])=[CH:26][CH:25]=1)=[O:23])[CH3:19].[OH-].[Na+].Cl. Given the product [CH3:17][C:4]1[C:3](=[C:18]([NH:20][NH:21][C:22]([C:24]2[CH:25]=[CH:26][C:27]([C:28]([OH:30])=[O:29])=[CH:32][CH:33]=2)=[O:23])[CH3:19])[C:2](=[O:1])[N:6]([C:7]2[CH:12]=[CH:11][C:10]([C:13]([F:16])([F:15])[F:14])=[CH:9][N:8]=2)[N:5]=1, predict the reactants needed to synthesize it. (2) Given the product [N:34]1[CH:35]=[CH:36][CH:37]=[N:38][C:33]=1[NH:1][CH2:2][CH2:3][CH2:4][O:5][C:6]1[CH:7]=[CH:8][C:9]2[CH2:15][CH:14]([CH2:16][C:17]([O:19][CH2:20][CH3:21])=[O:18])[C:13]3[CH:22]=[CH:23][CH:24]=[CH:25][C:12]=3[CH2:11][C:10]=2[CH:26]=1, predict the reactants needed to synthesize it. The reactants are: [NH2:1][CH2:2][CH2:3][CH2:4][O:5][C:6]1[CH:7]=[CH:8][C:9]2[CH2:15][CH:14]([CH2:16][C:17]([O:19][CH2:20][CH3:21])=[O:18])[C:13]3[CH:22]=[CH:23][CH:24]=[CH:25][C:12]=3[CH2:11][C:10]=2[CH:26]=1.C(=O)(O)[O-].[Na+].Br[C:33]1[N:38]=[CH:37][CH:36]=[CH:35][N:34]=1. (3) Given the product [C:24]([O:23][CH2:22][N:8]1[C:7](=[O:30])[C:6]2[C:11](=[CH:12][CH:13]=[CH:4][CH:5]=2)[N:10]=[CH:9]1)(=[O:29])[C:25]([CH3:28])([CH3:27])[CH3:26], predict the reactants needed to synthesize it. The reactants are: Cl.CO[C:4]1[CH:5]=[C:6]2[C:11](=[CH:12][C:13]=1OCC1CCNCC1)[N:10]=[CH:9][N:8]([CH2:22][O:23][C:24](=[O:29])[C:25]([CH3:28])([CH3:27])[CH3:26])[C:7]2=[O:30].C(N(CC)CC)C.C(=O)([O-])[O-].[K+].[K+].C(S(C)(=O)=O)=C. (4) Given the product [S:15]1[CH:16]=[C:12]([C:7]2[CH:8]=[C:9]3[C:4](=[CH:5][CH:6]=2)[N:3]=[C:2]([CH:1]=[O:18])[CH:11]=[CH:10]3)[N:13]=[N:14]1, predict the reactants needed to synthesize it. The reactants are: [CH3:1][C:2]1[CH:11]=[CH:10][C:9]2[C:4](=[CH:5][CH:6]=[C:7]([C:12]3[N:13]=[N:14][S:15][CH:16]=3)[CH:8]=2)[N:3]=1.[Se](=O)=[O:18]. (5) Given the product [CH3:20][C:16]1[N:15]=[C:14]([C:12]2[S:4][C:3]3[CH:5]=[CH:6][CH:7]=[CH:8][C:2]=3[C:1](=[O:10])[N:13]=2)[CH:19]=[CH:18][CH:17]=1, predict the reactants needed to synthesize it. The reactants are: [C:1]([O:10]C)(=O)[C:2]1[C:3](=[CH:5][CH:6]=[CH:7][CH:8]=1)[SH:4].[C:12]([C:14]1[CH:19]=[CH:18][CH:17]=[C:16]([CH3:20])[N:15]=1)#[N:13].C(N(CC)CC)C. (6) Given the product [Si:22]([O:12][CH:8]1[CH2:7][CH2:6][CH2:5][C:4]2[N:3]=[C:2]([Cl:1])[CH:11]=[CH:10][C:9]1=2)([C:19]([CH3:21])([CH3:20])[CH3:18])([CH3:24])[CH3:23], predict the reactants needed to synthesize it. The reactants are: [Cl:1][C:2]1[CH:11]=[CH:10][C:9]2[CH:8]([OH:12])[CH2:7][CH2:6][CH2:5][C:4]=2[N:3]=1.N1C=CN=C1.[CH3:18][C:19]([Si:22](Cl)([CH3:24])[CH3:23])([CH3:21])[CH3:20]. (7) Given the product [CH3:1][O:2][C:3]1[CH:4]=[C:5]([C:11]2[C:12](=[O:23])[O:13][C:14]3[C:19]([C:20]=2[CH3:21])=[CH:18][CH:17]=[C:16]([O:22][C:31](=[O:40])[N:32]([CH3:39])[C:33]2[CH:38]=[CH:37][CH:36]=[CH:35][CH:34]=2)[CH:15]=3)[CH:6]=[CH:7][C:8]=1[O:9][CH3:10], predict the reactants needed to synthesize it. The reactants are: [CH3:1][O:2][C:3]1[CH:4]=[C:5]([C:11]2[C:12](=[O:23])[O:13][C:14]3[C:19]([C:20]=2[CH3:21])=[CH:18][CH:17]=[C:16]([OH:22])[CH:15]=3)[CH:6]=[CH:7][C:8]=1[O:9][CH3:10].[I-].C[N+]1C=CN([C:31](=[O:40])[N:32]([CH3:39])[C:33]2[CH:38]=[CH:37][CH:36]=[CH:35][CH:34]=2)C=1. (8) Given the product [NH2:1][C@H:2]([C:4]([NH:6][C@H:7]([C:25]([N:27]1[CH2:66][CH2:65][CH2:64][C@H:28]1[C:29]([NH:31][C@H:32]([C:34]([NH:36][C@H:37]([C:54]([OH:56])=[O:55])[CH2:38][CH2:39][CH2:40][CH2:41][NH2:42])=[O:35])[CH3:33])=[O:30])=[O:26])[CH2:8][CH2:9][CH2:10][NH:11][C:12](=[NH:13])[NH2:24])=[O:5])[CH3:3], predict the reactants needed to synthesize it. The reactants are: [NH:1](C(OC(C)(C)C)=O)[C@H:2]([C:4]([NH:6][C@H:7]([C:25]([N:27]1[CH2:66][CH2:65][CH2:64][C@H:28]1[C:29]([NH:31][C@H:32]([C:34]([NH:36][C@H:37]([C:54]([O:56]CC1C=CC=CC=1)=[O:55])[CH2:38][CH2:39][CH2:40][CH2:41][NH:42]C(OCC1C=CC=CC=1Cl)=O)=[O:35])[CH3:33])=[O:30])=[O:26])[CH2:8][CH2:9][CH2:10][NH:11][C:12](=[NH:24])[NH:13]S(C1C=CC(C)=CC=1)(=O)=O)=[O:5])[CH3:3].C1(OC)C=CC=CC=1.